Dataset: Peptide-MHC class I binding affinity with 185,985 pairs from IEDB/IMGT. Task: Regression. Given a peptide amino acid sequence and an MHC pseudo amino acid sequence, predict their binding affinity value. This is MHC class I binding data. The MHC is H-2-Dd with pseudo-sequence H-2-Dd. The peptide sequence is KYGRLFNEI. The binding affinity (normalized) is 0.0898.